Dataset: Catalyst prediction with 721,799 reactions and 888 catalyst types from USPTO. Task: Predict which catalyst facilitates the given reaction. (1) Reactant: [CH3:1][C:2]1[O:7][C:6](=[O:8])[C:5]2[CH:9]=[CH:10][CH:11]=[CH:12][C:4]=2[N:3]=1.[N-:13]=[N+:14]=[N-:15].[Na+].[OH-].[Na+].Cl. Product: [CH3:1][C:2]1[N:3]([C:4]2[CH:12]=[CH:11][CH:10]=[CH:9][C:5]=2[C:6]([OH:7])=[O:8])[N:15]=[N:14][N:13]=1. The catalyst class is: 15. (2) Reactant: [Cl:1][CH2:2][C:3]1[NH:7][C:6]2[CH:8]=[CH:9][CH:10]=[CH:11][C:5]=2[N:4]=1.[CH3:12][C:13](OC(C)=O)=[O:14]. Product: [C:13]([N:7]1[C:6]2[CH:8]=[CH:9][CH:10]=[CH:11][C:5]=2[N:4]=[C:3]1[CH2:2][Cl:1])(=[O:14])[CH3:12]. The catalyst class is: 142. (3) Reactant: [NH2:1][CH2:2][C@@H:3]1[C@@H:11]([C@@:12]2([CH3:21])[CH2:17][CH2:16][C@H:15]([OH:18])[CH2:14][C@@H:13]2[CH2:19][OH:20])[CH2:10][CH2:9][C@@:8]2([CH3:22])[C@H:4]1[CH2:5][CH2:6][C:7]2=[CH2:23].C([O-])(=O)C.[Na+].[N:29]#[C:30]Br. Product: [OH:18][C@H:15]1[CH2:16][CH2:17][C@@:12]([C@H:11]2[CH2:10][CH2:9][C@@:8]3([CH3:22])[C@@H:4]([CH2:5][CH2:6][C:7]3=[CH2:23])[C@@H:3]2[CH2:2][NH:1][C:30]#[N:29])([CH3:21])[C@@H:13]([CH2:19][OH:20])[CH2:14]1. The catalyst class is: 5. (4) Reactant: [CH3:1][O:2][C:3]1[CH:4]=[C:5]([C:18]2[CH:19]=[C:20]([C:25]3[CH:30]=[C:29]([C:31]4[CH:32]=[N:33][N:34]([CH3:36])[CH:35]=4)[N:28]=[CH:27][C:26]=3[NH2:37])[C:21](F)=[N:22][CH:23]=2)[CH:6]=[C:7]([O:16][CH3:17])[C:8]=1[CH2:9][N:10]1[CH2:15][CH2:14][CH2:13][CH2:12][CH2:11]1.C[Si]([N-][Si](C)(C)C)(C)C.[Na+]. Product: [CH3:1][O:2][C:3]1[CH:4]=[C:5]([C:18]2[CH:23]=[N:22][C:21]3[NH:37][C:26]4[CH:27]=[N:28][C:29]([C:31]5[CH:32]=[N:33][N:34]([CH3:36])[CH:35]=5)=[CH:30][C:25]=4[C:20]=3[CH:19]=2)[CH:6]=[C:7]([O:16][CH3:17])[C:8]=1[CH2:9][N:10]1[CH2:15][CH2:14][CH2:13][CH2:12][CH2:11]1. The catalyst class is: 1. (5) Reactant: [Br:1]N1C(=O)CCC1=O.[Cl:9][C:10]1[CH:11]=[C:12]2[C:16](=[CH:17][CH:18]=1)[NH:15][C:14]([C:19]([O:21][CH2:22][CH3:23])=[O:20])=[CH:13]2. Product: [Br:1][C:13]1[C:12]2[C:16](=[CH:17][CH:18]=[C:10]([Cl:9])[CH:11]=2)[NH:15][C:14]=1[C:19]([O:21][CH2:22][CH3:23])=[O:20]. The catalyst class is: 9. (6) Reactant: [Cl:1][C:2]1[C:7]([C:8]#[N:9])=[C:6]([OH:10])[CH:5]=[CH:4][C:3]=1[O:11][C:12](=[O:14])[CH3:13].Cl[CH2:16][C:17](=[O:19])[CH3:18].C([O-])([O-])=O.[K+].[K+]. Product: [C:17]([C:18]1[O:10][C:6]2[CH:5]=[CH:4][C:3]([O:11][C:12]([CH3:13])=[O:14])=[C:2]([Cl:1])[C:7]=2[C:8]=1[NH2:9])(=[O:19])[CH3:16]. The catalyst class is: 23. (7) The catalyst class is: 2. Reactant: [Br:1][C:2]1[CH:7]=[CH:6][N:5]=[C:4]([NH2:8])[CH:3]=1.N1C=CC=CC=1.[CH:15]1([C:18](Cl)=[O:19])[CH2:17][CH2:16]1. Product: [Br:1][C:2]1[CH:7]=[CH:6][N:5]=[C:4]([NH:8][C:18]([CH:15]2[CH2:17][CH2:16]2)=[O:19])[CH:3]=1.